From a dataset of NCI-60 drug combinations with 297,098 pairs across 59 cell lines. Regression. Given two drug SMILES strings and cell line genomic features, predict the synergy score measuring deviation from expected non-interaction effect. (1) Drug 1: C1CCN(CC1)CCOC2=CC=C(C=C2)C(=O)C3=C(SC4=C3C=CC(=C4)O)C5=CC=C(C=C5)O. Drug 2: CC1=CC2C(CCC3(C2CCC3(C(=O)C)OC(=O)C)C)C4(C1=CC(=O)CC4)C. Cell line: SNB-75. Synergy scores: CSS=-9.53, Synergy_ZIP=2.10, Synergy_Bliss=-1.36, Synergy_Loewe=-8.64, Synergy_HSA=-7.79. (2) Drug 1: C1CCN(CC1)CCOC2=CC=C(C=C2)C(=O)C3=C(SC4=C3C=CC(=C4)O)C5=CC=C(C=C5)O. Drug 2: CN(C)N=NC1=C(NC=N1)C(=O)N. Cell line: RXF 393. Synergy scores: CSS=3.61, Synergy_ZIP=-3.87, Synergy_Bliss=-4.61, Synergy_Loewe=-3.03, Synergy_HSA=-2.95. (3) Drug 1: CC1CCC2CC(C(=CC=CC=CC(CC(C(=O)C(C(C(=CC(C(=O)CC(OC(=O)C3CCCCN3C(=O)C(=O)C1(O2)O)C(C)CC4CCC(C(C4)OC)OCCO)C)C)O)OC)C)C)C)OC. Drug 2: CC(C)NC(=O)C1=CC=C(C=C1)CNNC.Cl. Cell line: PC-3. Synergy scores: CSS=10.7, Synergy_ZIP=-0.114, Synergy_Bliss=-2.46, Synergy_Loewe=-0.954, Synergy_HSA=-3.05. (4) Drug 1: C1CN1P(=S)(N2CC2)N3CC3. Drug 2: CCC1=C2CN3C(=CC4=C(C3=O)COC(=O)C4(CC)O)C2=NC5=C1C=C(C=C5)O. Cell line: NCI-H322M. Synergy scores: CSS=-4.84, Synergy_ZIP=2.53, Synergy_Bliss=0.859, Synergy_Loewe=-1.71, Synergy_HSA=-7.21. (5) Drug 1: CC1CCC2CC(C(=CC=CC=CC(CC(C(=O)C(C(C(=CC(C(=O)CC(OC(=O)C3CCCCN3C(=O)C(=O)C1(O2)O)C(C)CC4CCC(C(C4)OC)O)C)C)O)OC)C)C)C)OC. Drug 2: C1CCC(C(C1)N)N.C(=O)(C(=O)[O-])[O-].[Pt+4]. Cell line: A498. Synergy scores: CSS=34.4, Synergy_ZIP=-1.55, Synergy_Bliss=1.24, Synergy_Loewe=-1.16, Synergy_HSA=4.84. (6) Drug 1: CC1C(C(=O)NC(C(=O)N2CCCC2C(=O)N(CC(=O)N(C(C(=O)O1)C(C)C)C)C)C(C)C)NC(=O)C3=C4C(=C(C=C3)C)OC5=C(C(=O)C(=C(C5=N4)C(=O)NC6C(OC(=O)C(N(C(=O)CN(C(=O)C7CCCN7C(=O)C(NC6=O)C(C)C)C)C)C(C)C)C)N)C. Drug 2: C1C(C(OC1N2C=C(C(=O)NC2=O)F)CO)O. Cell line: SF-268. Synergy scores: CSS=38.1, Synergy_ZIP=-2.94, Synergy_Bliss=-2.37, Synergy_Loewe=-10.9, Synergy_HSA=-4.42. (7) Drug 1: C1=CC(=CC=C1C#N)C(C2=CC=C(C=C2)C#N)N3C=NC=N3. Drug 2: C1CN(P(=O)(OC1)NCCCl)CCCl. Cell line: HT29. Synergy scores: CSS=4.23, Synergy_ZIP=-1.68, Synergy_Bliss=-0.555, Synergy_Loewe=1.15, Synergy_HSA=1.19.